Dataset: Forward reaction prediction with 1.9M reactions from USPTO patents (1976-2016). Task: Predict the product of the given reaction. (1) Given the reactants [CH3:1][O:2][C:3]1[CH:25]=[CH:24][C:6]([C:7]([NH:9][C:10]2[C:15]([F:16])=[C:14]([F:17])[C:13]([C:18]([F:21])([F:20])[F:19])=[C:12]([F:22])[C:11]=2[F:23])=[O:8])=[CH:5][CH:4]=1.[O-]S(C(F)(F)[F:31])(=O)=O.F[N+]1C(C)=CC(C)=CC=1C, predict the reaction product. The product is: [F:31][C:24]1[CH:25]=[C:3]([O:2][CH3:1])[CH:4]=[CH:5][C:6]=1[C:7]([NH:9][C:10]1[C:11]([F:23])=[C:12]([F:22])[C:13]([C:18]([F:20])([F:19])[F:21])=[C:14]([F:17])[C:15]=1[F:16])=[O:8]. (2) Given the reactants [Cl:1][C:2]1[N:7]=[C:6]([C:8](OC)=[O:9])[C:5]([OH:12])=[N:4][CH:3]=1.[NH3:13], predict the reaction product. The product is: [Cl:1][C:2]1[N:7]=[C:6]([C:8]([NH2:13])=[O:9])[C:5]([OH:12])=[N:4][CH:3]=1. (3) The product is: [ClH:120].[CH2:78]([C:80]1[N:90]([CH2:91][C:92]2[CH:119]=[CH:118][C:95]3[N:96]([CH3:117])[C:97]4[CH:104]=[CH:103][C:102]([CH2:105][N:106]5[CH2:107][CH2:108][CH:109]([C:112]6[N:116]=[N:115][NH:114][N:113]=6)[CH2:110][CH2:111]5)=[CH:101][C:98]=4[CH2:99][CH2:100][C:94]=3[CH:93]=2)[C:83]2=[N:84][C:85]([CH3:89])=[CH:86][C:87]([CH3:88])=[C:82]2[N:81]=1)[CH3:79]. Given the reactants C(C1N(CC2C=CC3NC4C=CC(CN5CCC(C#N)CC5)=CC=4CCC=3C=2)C2=NC(C)=CC(C)=C2N=1)C.C(C1N(CC2C=CC3N(C)C4C=CC(CN5CCC(C#N)CC5)=CC=4CCC=3C=2)C2=NC(C)=CC(C)=C2N=1)C.[CH2:78]([C:80]1[N:90]([CH2:91][C:92]2[CH:119]=[CH:118][C:95]3[N:96]([CH3:117])[C:97]4[CH:104]=[CH:103][C:102]([CH2:105][N:106]5[CH2:111][CH2:110][CH:109]([C:112]6[N:113]=[N:114][NH:115][N:116]=6)[CH2:108][CH2:107]5)=[CH:101][C:98]=4[CH2:99][CH2:100][C:94]=3[CH:93]=2)[C:83]2=[N:84][C:85]([CH3:89])=[CH:86][C:87]([CH3:88])=[C:82]2[N:81]=1)[CH3:79].[ClH:120], predict the reaction product. (4) Given the reactants CI.[Cl:3][C:4]1[N:9]=[C:8]([NH:10][C:11]2[C:12]3[CH:13]=[N:14][N:15]([CH2:20][C:21]4[CH:26]=[CH:25][C:24]([O:27][CH3:28])=[CH:23][CH:22]=4)[C:16]=3[CH:17]=[CH:18][CH:19]=2)[CH:7]=[CH:6][N:5]=1.[C:29](=O)([O-])[O-].[K+].[K+], predict the reaction product. The product is: [Cl:3][C:4]1[N:9]=[C:8]([N:10]([CH3:29])[C:11]2[C:12]3[CH:13]=[N:14][N:15]([CH2:20][C:21]4[CH:26]=[CH:25][C:24]([O:27][CH3:28])=[CH:23][CH:22]=4)[C:16]=3[CH:17]=[CH:18][CH:19]=2)[CH:7]=[CH:6][N:5]=1. (5) Given the reactants Br[C@@H:2]([CH:14]([CH3:16])[CH3:15])[CH2:3][N-:4][C:5]1[CH:10]=[C:9]([CH3:11])[CH:8]=[C:7]([CH3:12])[C:6]=1[OH:13].C(=O)([O-])[O-:18].[K+].[K+].Cl.O, predict the reaction product. The product is: [CH:14]([C@@H:2]1[C:3](=[O:18])[NH:4][C:5]2[CH:10]=[C:9]([CH3:11])[CH:8]=[C:7]([CH3:12])[C:6]=2[O:13]1)([CH3:16])[CH3:15].